Dataset: Full USPTO retrosynthesis dataset with 1.9M reactions from patents (1976-2016). Task: Predict the reactants needed to synthesize the given product. Given the product [Br:1][C:2]1[N:7]2[CH:8]=[CH:9][N:10]=[C:6]2[C:5]([NH:11][C:12]2[CH:13]=[CH:14][C:15]([C:16]([NH:21][CH2:22][C:23]3[CH:28]=[CH:27][C:26]([OH:29])=[CH:25][CH:24]=3)=[O:18])=[CH:19][CH:20]=2)=[N:4][CH:3]=1, predict the reactants needed to synthesize it. The reactants are: [Br:1][C:2]1[N:7]2[CH:8]=[CH:9][N:10]=[C:6]2[C:5]([NH:11][C:12]2[CH:20]=[CH:19][C:15]([C:16]([OH:18])=O)=[CH:14][CH:13]=2)=[N:4][CH:3]=1.[NH2:21][CH2:22][C:23]1[CH:28]=[CH:27][C:26]([OH:29])=[CH:25][CH:24]=1.C(N(CC)C(C)C)(C)C.F[P-](F)(F)(F)(F)F.N1(OC(N(C)C)=[N+](C)C)C2N=CC=CC=2N=N1.